From a dataset of Experimentally validated miRNA-target interactions with 360,000+ pairs, plus equal number of negative samples. Binary Classification. Given a miRNA mature sequence and a target amino acid sequence, predict their likelihood of interaction. The miRNA is hsa-miR-4259 with sequence CAGUUGGGUCUAGGGGUCAGGA. The protein sequence of the target gene is MEGQVVGRVFRLFQRRLLQLRAGPPQDNSGEALKEPERAQEHSLPNFAGGQHFFEYLLVVSLKKKRSEDDYEPIITYQFPKRENLLRGQQEEEERLLKAIPLFCFPDGNEWASLTEYPRETFSFVLTNVDGSRKIGYCRRLLPAGPGPRLPKVYCIISCIGCFGLFSKILDEVEKRHQISMAVIYPFMQGLREAAFPAPGKTVTLKSFIPDSGTEFISLTRPLDSHLEHVDFSSLLHCLSFEQILQIFASAVLERKIIFLAEGLSTLSQCIHAAAALLYPFSWAHTYIPVVPESLLATVC.... Result: 0 (no interaction).